Predict the product of the given reaction. From a dataset of Forward reaction prediction with 1.9M reactions from USPTO patents (1976-2016). (1) Given the reactants F[C:2]1[C:11]2[C:6](=[CH:7][CH:8]=[CH:9][CH:10]=2)[C:5]([S:12]([C:15]2[CH:16]=[CH:17][C:18]([O:27][CH3:28])=[C:19]([N:21]3[CH2:26][CH2:25][NH:24][CH2:23][CH2:22]3)[CH:20]=2)(=[O:14])=[O:13])=[CH:4][CH:3]=1.[OH-:29].[Na+].O.[CH3:32]O, predict the reaction product. The product is: [CH3:28][O:27][C:18]1[CH:17]=[CH:16][C:15]([S:12]([C:5]2[C:6]3[C:11](=[CH:10][CH:9]=[CH:8][CH:7]=3)[C:2]([O:29][CH3:32])=[CH:3][CH:4]=2)(=[O:14])=[O:13])=[CH:20][C:19]=1[N:21]1[CH2:26][CH2:25][NH:24][CH2:23][CH2:22]1. (2) Given the reactants [Br:1][C:2]1[CH:3]=[C:4]([CH:9]=[CH:10][C:11]=1[CH2:12]Br)[C:5]([O:7]C)=[O:6].P(OCC)(OCC)OCC.[H-].[Na+].[C:26]1(=O)[CH2:31][CH2:30][CH2:29][CH2:28][CH2:27]1, predict the reaction product. The product is: [Br:1][C:2]1[CH:3]=[C:4]([CH:9]=[CH:10][C:11]=1[CH:12]=[C:26]1[CH2:31][CH2:30][CH2:29][CH2:28][CH2:27]1)[C:5]([OH:7])=[O:6]. (3) Given the reactants [CH2:1]([O:8][C:9]([N:11]1[CH2:16][CH2:15][C:14]([NH:20][C:21]([O:23][C:24]([CH3:27])([CH3:26])[CH3:25])=[O:22])([C:17](O)=[O:18])[CH2:13][CH2:12]1)=[O:10])[C:2]1[CH:7]=[CH:6][CH:5]=[CH:4][CH:3]=1.CN(C(ON1N=NC2C=CC=CC1=2)=[N+](C)C)C.[B-](F)(F)(F)F.CCN(C(C)C)C(C)C.[C:59]1([CH2:65][S:66]([NH2:69])(=[O:68])=[O:67])[CH:64]=[CH:63][CH:62]=[CH:61][CH:60]=1.C([O-])(O)=O.[Na+], predict the reaction product. The product is: [CH2:65]([S:66]([NH:69][C:17]([C:14]1([NH:20][C:21]([O:23][C:24]([CH3:26])([CH3:27])[CH3:25])=[O:22])[CH2:15][CH2:16][N:11]([C:9]([O:8][CH2:1][C:2]2[CH:3]=[CH:4][CH:5]=[CH:6][CH:7]=2)=[O:10])[CH2:12][CH2:13]1)=[O:18])(=[O:68])=[O:67])[C:59]1[CH:64]=[CH:63][CH:62]=[CH:61][CH:60]=1. (4) Given the reactants [CH:1]([C:3]1[N:4]([S:8]([N:11]([CH3:13])[CH3:12])(=[O:10])=[O:9])[CH:5]=[CH:6][N:7]=1)=O.Cl.[CH3:15][NH2:16].C(O[BH-](OC(=O)C)OC(=O)C)(=O)C.[Na+].C(=O)([O-])O.[Na+], predict the reaction product. The product is: [CH3:12][N:11]([CH3:13])[S:8]([N:4]1[CH:5]=[CH:6][N:7]=[C:3]1[CH2:1][NH:16][CH3:15])(=[O:10])=[O:9]. (5) Given the reactants [C:1]([C:3]1[C:11]2[S:10][C:9]([NH:12][C:13]([CH:15]3CC3)=[O:14])=[N:8][C:7]=2[CH:6]=[CH:5][C:4]=1[O:18][C:19]1[CH:20]=[C:21]([NH:25][C:26](=[O:38])[C:27]2[CH:32]=[CH:31][CH:30]=[C:29]([C:33]([C:36]#[N:37])([CH3:35])[CH3:34])[CH:28]=2)[CH:22]=[CH:23][CH:24]=1)#[N:2].ClCC(Cl)=O.C(=O)([O-])O.[Na+].C(N(CC)CC)C.[CH3:56][N:57]1[CH2:62][CH2:61][NH:60][CH2:59][CH2:58]1, predict the reaction product. The product is: [C:36]([C:33]([C:29]1[CH:28]=[C:27]([CH:32]=[CH:31][CH:30]=1)[C:26]([NH:25][C:21]1[CH:22]=[CH:23][CH:24]=[C:19]([O:18][C:4]2[CH:5]=[CH:6][C:7]3[N:8]=[C:9]([NH:12][C:13](=[O:14])[CH2:15][N:60]4[CH2:61][CH2:62][N:57]([CH3:56])[CH2:58][CH2:59]4)[S:10][C:11]=3[C:3]=2[C:1]#[N:2])[CH:20]=1)=[O:38])([CH3:34])[CH3:35])#[N:37]. (6) Given the reactants [Cl:1][C:2]1[CH:7]=[CH:6][C:5]([C:8]2[CH:13]=[C:12]([CH3:14])[N:11]=[C:10]([N:15]3[CH:19]=[C:18](I)[N:17]=[CH:16]3)[N:9]=2)=[CH:4][CH:3]=1.[C:21]([NH:25][S:26]([C:29]1[S:30][C:31](B2OC(C)(C)C(C)(C)O2)=[CH:32][CH:33]=1)(=[O:28])=[O:27])([CH3:24])([CH3:23])[CH3:22], predict the reaction product. The product is: [C:21]([NH:25][S:26]([C:29]1[S:30][C:31]([C:18]2[N:17]=[CH:16][N:15]([C:10]3[N:11]=[C:12]([CH3:14])[CH:13]=[C:8]([C:5]4[CH:6]=[CH:7][C:2]([Cl:1])=[CH:3][CH:4]=4)[N:9]=3)[CH:19]=2)=[CH:32][CH:33]=1)(=[O:27])=[O:28])([CH3:24])([CH3:22])[CH3:23]. (7) Given the reactants C([O:9][C@@H:10]1[C@@H:15]([O:16]C(=O)C2C=CC=CC=2)[C@H:14]([O:25]C(=O)C2C=CC=CC=2)[C@@H:13]([CH2:34][O:35]C(=O)C2C=CC=CC=2)[O:12][C@@H:11]1[O:44][C@@H:45]1[C@@H:50]([CH2:51][O:52]C(=O)C2C=CC=CC=2)[O:49][C@H:48]([O:61][C@@H:62]2[C@@H:67]([CH2:68][O:69]C(=O)C3C=CC=CC=3)[O:66][C@H:65]([O:78][C@@H:79]3[C@@H:108]([CH2:109][O:110]C(=O)C4C=CC=CC=4)[O:107][C@@H:82]([O:83][CH2:84][CH2:85][CH2:86][NH:87][C:88](=[O:106])[CH2:89][CH2:90][CH2:91][CH2:92][CH2:93][CH2:94][CH2:95][CH2:96][CH2:97][CH2:98][CH2:99][CH2:100][CH2:101][CH2:102][CH2:103][CH2:104][CH3:105])[C@H:81]([O:119]C(=O)C4C=CC=CC=4)[C@H:80]3[O:128]C(=O)C3C=CC=CC=3)[C@H:64]([O:137]C(=O)C3C=CC=CC=3)[C@H:63]2[O:146]C(=O)C2C=CC=CC=2)[C@H:47]([O:155]C(=O)C2C=CC=CC=2)[C@H:46]1[O:164]C(=O)C1C=CC=CC=1)(=O)C1C=CC=CC=1.C[O-].[Na+], predict the reaction product. The product is: [C@H:11]1([O:44][C@@H:45]2[C@@H:50]([CH2:51][OH:52])[O:49][C@H:48]([O:61][C@@H:62]3[C@@H:67]([CH2:68][OH:69])[O:66][C@H:65]([O:78][C@@H:79]4[C@@H:108]([CH2:109][OH:110])[O:107][C@@H:82]([O:83][CH2:84][CH2:85][CH2:86][NH:87][C:88](=[O:106])[CH2:89][CH2:90][CH2:91][CH2:92][CH2:93][CH2:94][CH2:95][CH2:96][CH2:97][CH2:98][CH2:99][CH2:100][CH2:101][CH2:102][CH2:103][CH2:104][CH3:105])[C@H:81]([OH:119])[C@H:80]4[OH:128])[C@H:64]([OH:137])[C@H:63]3[OH:146])[C@H:47]([OH:155])[C@H:46]2[OH:164])[O:12][C@H:13]([CH2:34][OH:35])[C@@H:14]([OH:25])[C@H:15]([OH:16])[C@H:10]1[OH:9].